From a dataset of Forward reaction prediction with 1.9M reactions from USPTO patents (1976-2016). Predict the product of the given reaction. (1) Given the reactants [Cl:1][C:2](Cl)([O:4]C(=O)OC(Cl)(Cl)Cl)Cl.[F:13][C:14]([F:22])([F:21])[CH:15]([OH:20])[C:16]([F:19])([F:18])[F:17].CCN(C(C)C)C(C)C.Cl[C:33]([O-:35])=[O:34].[CH2:36]([O:39][C@H:40]1[CH2:44][CH2:43][N:42]([C:45]2[CH:57]=[CH:56][CH:55]=[C:54]([C:58]([F:61])([F:60])[F:59])[C:46]=2[CH2:47][N:48]2[CH2:53][CH2:52][NH:51][CH2:50][CH2:49]2)[CH2:41]1)[C:37]#[CH:38], predict the reaction product. The product is: [Cl:1][C:2]([O:20][CH:15]([C:16]([F:19])([F:18])[F:17])[C:14]([F:22])([F:21])[F:13])=[O:4].[CH2:36]([O:39][C@H:40]1[CH2:44][CH2:43][N:42]([C:45]2[CH:57]=[CH:56][CH:55]=[C:54]([C:58]([F:59])([F:60])[F:61])[C:46]=2[CH2:47][N:48]2[CH2:53][CH2:52][N:51]([C:33]([O:35][CH:15]([C:16]([F:19])([F:18])[F:17])[C:14]([F:22])([F:21])[F:13])=[O:34])[CH2:50][CH2:49]2)[CH2:41]1)[C:37]#[CH:38]. (2) Given the reactants Cl[C:2]1[S:3][C:4]2[CH:10]=[C:9]([O:11][CH3:12])[CH:8]=[CH:7][C:5]=2[N:6]=1.Cl.[NH2:14][C@@H:15]1[CH2:20][CH2:19][CH2:18][CH2:17][C@H:16]1[OH:21].CCN(C(C)C)C(C)C, predict the reaction product. The product is: [CH3:12][O:11][C:9]1[CH:8]=[CH:7][C:5]2[N:6]=[C:2]([NH:14][C@@H:15]3[CH2:20][CH2:19][CH2:18][CH2:17][C@H:16]3[OH:21])[S:3][C:4]=2[CH:10]=1. (3) Given the reactants C(O)(=O)C.[CH2:5]([O:7][C:8]1[CH:17]=[C:16]2[CH:11]([CH2:12][CH2:13][N:14]([CH2:18][C:19]3[CH:24]=[C:23]([O:25][CH3:26])[C:22]([O:27][CH3:28])=[C:21]([O:29][CH3:30])[CH:20]=3)[CH2:15]2)[CH2:10][C:9]=1[O:31]CC1C=CC=CC=1)[CH3:6], predict the reaction product. The product is: [CH2:5]([O:7][C:8]1[CH:17]=[C:16]2[CH:11]([CH2:12][CH2:13][N:14]([CH2:18][C:19]3[CH:20]=[C:21]([O:29][CH3:30])[C:22]([O:27][CH3:28])=[C:23]([O:25][CH3:26])[CH:24]=3)[CH2:15]2)[CH2:10][C:9]=1[OH:31])[CH3:6]. (4) The product is: [CH:30]1([C:36]([N:20]2[CH2:21][CH2:22][N:17]([C:16]3[C:7]([NH:6][CH:3]4[CH2:4][CH2:5]4)=[N:8][C:9]4[C:14](=[CH:13][CH:12]=[CH:11][CH:10]=4)[N:15]=3)[CH2:18][CH2:19]2)=[O:37])[CH2:35][CH2:34][CH2:33][CH2:32][CH2:31]1. Given the reactants Cl.Cl.[CH:3]1([NH:6][C:7]2[C:16]([N:17]3[CH2:22][CH2:21][NH:20][CH2:19][CH2:18]3)=[N:15][C:14]3[C:9](=[CH:10][CH:11]=[CH:12][CH:13]=3)[N:8]=2)[CH2:5][CH2:4]1.CCN(CC)CC.[CH:30]1([C:36](Cl)=[O:37])[CH2:35][CH2:34][CH2:33][CH2:32][CH2:31]1, predict the reaction product. (5) Given the reactants C1(C2C3C(=CC(C(O)=O)=CC=3)N(CC(N3CCOCC3)=O)C=2C2C=CC(C3C=CC(N(C)C)=CC=3)=CC=2)CCCCC1.C[O:44][C:45]([C:47]1[CH:55]=[C:54]2[C:50]([C:51]([CH:79]3[CH2:84][CH2:83][CH2:82][CH2:81][CH2:80]3)=[C:52]([C:65]3[CH:70]=[CH:69][C:68](OS(C(F)(F)F)(=O)=O)=[CH:67][CH:66]=3)[N:53]2[CH2:56][C:57]([N:59]2[CH2:64][CH2:63][O:62][CH2:61][CH2:60]2)=[O:58])=[CH:49][CH:48]=1)=[O:46].[CH3:85][O:86][C:87]1[CH:88]=[C:89](B(O)O)[CH:90]=[CH:91][CH:92]=1, predict the reaction product. The product is: [CH:79]1([C:51]2[C:50]3[C:54](=[CH:55][C:47]([C:45]([OH:44])=[O:46])=[CH:48][CH:49]=3)[N:53]([CH2:56][C:57]([N:59]3[CH2:64][CH2:63][O:62][CH2:61][CH2:60]3)=[O:58])[C:52]=2[C:65]2[CH:70]=[CH:69][C:68]([C:91]3[CH:90]=[CH:89][CH:88]=[C:87]([O:86][CH3:85])[CH:92]=3)=[CH:67][CH:66]=2)[CH2:80][CH2:81][CH2:82][CH2:83][CH2:84]1. (6) Given the reactants Cl[C:2]1[CH:7]=[CH:6][C:5]([N+:8]([O-:10])=[O:9])=[CH:4][C:3]=1[N+:11]([O-:13])=[O:12].[CH:14]([NH2:17])([CH3:16])[CH3:15].C(=O)([O-])O.[Na+], predict the reaction product. The product is: [CH:14]([NH:17][C:2]1[CH:7]=[CH:6][C:5]([N+:8]([O-:10])=[O:9])=[CH:4][C:3]=1[N+:11]([O-:13])=[O:12])([CH3:16])[CH3:15].